Dataset: Catalyst prediction with 721,799 reactions and 888 catalyst types from USPTO. Task: Predict which catalyst facilitates the given reaction. Reactant: [CH:1]1([CH2:7][CH2:8][CH2:9][C:10]2[CH:11]=[C:12]([CH:17]=[CH:18][CH:19]=2)[C:13]([O:15]C)=[O:14])[CH2:6][CH2:5][CH2:4][CH2:3][CH2:2]1.[OH-].[Na+].Cl. Product: [CH:1]1([CH2:7][CH2:8][CH2:9][C:10]2[CH:11]=[C:12]([CH:17]=[CH:18][CH:19]=2)[C:13]([OH:15])=[O:14])[CH2:6][CH2:5][CH2:4][CH2:3][CH2:2]1. The catalyst class is: 5.